This data is from Forward reaction prediction with 1.9M reactions from USPTO patents (1976-2016). The task is: Predict the product of the given reaction. (1) Given the reactants [Br:1][C:2]1[CH:3]=[CH:4][C:5]([CH3:8])=[N:6][CH:7]=1.ClC1C=CC=C(C(OO)=[O:17])C=1, predict the reaction product. The product is: [Br:1][C:2]1[CH:3]=[CH:4][C:5]([CH3:8])=[N+:6]([O-:17])[CH:7]=1. (2) The product is: [CH2:21]([O:20][C:18]([C:17]1[C:1]([CH2:2][CH2:3][CH2:4][CH3:5])=[N:6][O:7][CH:16]=1)=[O:19])[CH3:22]. Given the reactants [CH:1](=[N:6][OH:7])[CH2:2][CH2:3][CH2:4][CH3:5].C(=NO)CCC.CN[C:16](NC)=[CH:17][C:18]([O:20][CH2:21][CH3:22])=[O:19], predict the reaction product. (3) Given the reactants [NH2:1][C:2]1[CH:7]=[CH:6][C:5]([Cl:8])=[CH:4][C:3]=1[OH:9].C(OCC)(=O)C.C(=O)([O-])O.[Na+].[Cl:21][CH:22]([C:26]1[CH:31]=[CH:30][CH:29]=[CH:28][CH:27]=1)[C:23](Cl)=[O:24], predict the reaction product. The product is: [Cl:21][CH:22]([C:26]1[CH:31]=[CH:30][CH:29]=[CH:28][CH:27]=1)[C:23]([NH:1][C:2]1[CH:7]=[CH:6][C:5]([Cl:8])=[CH:4][C:3]=1[OH:9])=[O:24]. (4) Given the reactants NC1C=CC=CC=1S.CN(C)C1C=CC(C=O)=C([N+]([O-])=O)C=1.[S:23]1[C:27]2[CH:28]=[CH:29][CH:30]=[CH:31][C:26]=2[N:25]=[C:24]1[C:32]1[CH:37]=[CH:36][C:35]([N:38]([CH3:40])[CH3:39])=[CH:34][C:33]=1[N+:41]([O-])=O.[Sn](Cl)Cl.[OH-].[Na+], predict the reaction product. The product is: [S:23]1[C:27]2[CH:28]=[CH:29][CH:30]=[CH:31][C:26]=2[N:25]=[C:24]1[C:32]1[CH:37]=[CH:36][C:35]([N:38]([CH3:39])[CH3:40])=[CH:34][C:33]=1[NH2:41]. (5) Given the reactants C(OC([NH:11][CH:12]1[CH2:19][C:15]2([CH2:18][O:17][CH2:16]2)[N:14]([C:20]([O:22][C:23]([CH3:26])([CH3:25])[CH3:24])=[O:21])[CH2:13]1)=O)C1C=CC=CC=1, predict the reaction product. The product is: [NH2:11][CH:12]1[CH2:19][C:15]2([CH2:16][O:17][CH2:18]2)[N:14]([C:20]([O:22][C:23]([CH3:26])([CH3:25])[CH3:24])=[O:21])[CH2:13]1. (6) Given the reactants [CH3:1][O:2][C:3]([C@@H:5]1[CH2:18][C@H:17]([OH:19])[C:16](=[O:20])[C@H:15]2[C@@:6]1([CH3:28])[CH2:7][CH2:8][C@H:9]1[C@:14]2([CH3:21])[CH2:13][C@@H:12]([C:22]2[CH:26]=[CH:25][O:24][CH:23]=2)[O:11][C:10]1=[O:27])=[O:4].[CH3:29][S:30](Cl)(=[O:32])=[O:31].CCN(CC)CC, predict the reaction product. The product is: [CH3:1][O:2][C:3]([C@@H:5]1[CH2:18][C@H:17]([O:19][S:30]([CH3:29])(=[O:32])=[O:31])[C:16](=[O:20])[C@H:15]2[C@@:6]1([CH3:28])[CH2:7][CH2:8][C@@H:9]1[C@:14]2([CH3:21])[CH2:13][C@@H:12]([C:22]2[CH:26]=[CH:25][O:24][CH:23]=2)[O:11][C:10]1=[O:27])=[O:4]. (7) Given the reactants [OH:1][C:2]1[CH:3]=[C:4]([CH2:8][C@H:9]([O:13][CH:14]([CH3:16])[CH3:15])[C:10]([OH:12])=[O:11])[CH:5]=[CH:6][CH:7]=1.[C:17]([NH2:21])([CH3:20])([CH3:19])[CH3:18], predict the reaction product. The product is: [C:17]([NH2:21])([CH3:20])([CH3:19])[CH3:18].[OH:1][C:2]1[CH:3]=[C:4]([CH2:8][C@H:9]([O:13][CH:14]([CH3:16])[CH3:15])[C:10]([OH:12])=[O:11])[CH:5]=[CH:6][CH:7]=1.